From a dataset of Forward reaction prediction with 1.9M reactions from USPTO patents (1976-2016). Predict the product of the given reaction. (1) Given the reactants P(N=[N+]=[N-])(=O)([O:9][C:10]1C=CC=CC=1)OC1C=CC=CC=1.[Br:20][C:21]1[CH:26]=[CH:25][C:24]([CH:27]2[CH2:29][C:28]2([C:33]([O:35][CH3:36])=[O:34])C(O)=O)=[CH:23][CH:22]=1.C([N:39](CC)CC)C.[C:44]([OH:48])([CH3:47])([CH3:46])[CH3:45], predict the reaction product. The product is: [Br:20][C:21]1[CH:22]=[CH:23][C:24]([CH:27]2[CH2:29][C:28]2([NH:39][C:10]([O:48][C:44]([CH3:47])([CH3:46])[CH3:45])=[O:9])[C:33]([O:35][CH3:36])=[O:34])=[CH:25][CH:26]=1. (2) Given the reactants C([N:4]1[CH2:9][CH2:8][N:7]([C:10]2[CH:32]=[CH:31][C:13]([NH:14][C:15]3[N:20]=[C:19]([C:21]4[N:25]([CH:26]([CH3:28])[CH3:27])[C:24]([CH3:29])=[N:23][CH:22]=4)[C:18]([Cl:30])=[CH:17][N:16]=3)=[CH:12][CH:11]=2)[CH2:6][CH2:5]1)(=O)C, predict the reaction product. The product is: [N:7]1([C:10]2[CH:11]=[CH:12][C:13]([NH:14][C:15]3[N:20]=[C:19]([C:21]4[N:25]([CH:26]([CH3:28])[CH3:27])[C:24]([CH3:29])=[N:23][CH:22]=4)[C:18]([Cl:30])=[CH:17][N:16]=3)=[CH:31][CH:32]=2)[CH2:8][CH2:9][NH:4][CH2:5][CH2:6]1. (3) Given the reactants [Cl:1][C:2]1[CH:3]=[C:4]([CH2:9][CH2:10][CH2:11][N:12]([CH3:24])[C:13](=[O:23])[CH:14]=[C:15]2[C:19](=[O:20])OC(C)(C)[O:16]2)[CH:5]=[CH:6][C:7]=1[Cl:8].C=O.[CH3:27][NH2:28].[CH3:29]O, predict the reaction product. The product is: [Cl:1][C:2]1[CH:3]=[C:4]([CH2:9][CH2:10][CH2:11][N:12]([CH3:24])[C:13]([C:14]2[CH2:27][N:28]([CH3:29])[C:19](=[O:20])[C:15]=2[OH:16])=[O:23])[CH:5]=[CH:6][C:7]=1[Cl:8]. (4) Given the reactants [Cl:1][C:2]1[C:7]2[O:8][CH2:9][C:10](=O)[NH:11][C:6]=2[N:5]=[C:4]([C:13]2[CH:18]=[CH:17][CH:16]=[C:15]([F:19])[CH:14]=2)[N:3]=1.CO, predict the reaction product. The product is: [Cl:1][C:2]1[C:7]2[O:8][CH2:9][CH2:10][NH:11][C:6]=2[N:5]=[C:4]([C:13]2[CH:18]=[CH:17][CH:16]=[C:15]([F:19])[CH:14]=2)[N:3]=1. (5) The product is: [C:1]([C:4]1[CH:13]=[CH:12][C:7]2[N:8]([CH2:20][CH3:21])[C:9](=[O:11])[O:10][C:6]=2[CH:5]=1)(=[O:3])[CH3:2]. Given the reactants [C:1]([C:4]1[CH:13]=[CH:12][C:7]2[NH:8][C:9](=[O:11])[O:10][C:6]=2[CH:5]=1)(=[O:3])[CH3:2].C([O-])([O-])=O.[K+].[K+].[CH2:20](I)[CH3:21], predict the reaction product. (6) Given the reactants [CH3:1][C:2]([CH3:23])([CH3:22])[CH2:3][N:4]1[C:8]2[N:9]=[C:10]([C:13]#[N:14])[N:11]=[CH:12][C:7]=2[CH:6]=[C:5]1[CH2:15][N:16]1[CH2:21][CH2:20][NH:19][CH2:18][CH2:17]1.BrC[C:26]1[CH:31]=[CH:30][CH:29]=[CH:28][C:27]=1[F:32].[C:33](=O)([O-])[O-].[K+].[K+].CCCCCC, predict the reaction product. The product is: [CH3:1][C:2]([CH3:23])([CH3:22])[CH2:3][N:4]1[C:8]2[N:9]=[C:10]([C:13]#[N:14])[N:11]=[CH:12][C:7]=2[CH:6]=[C:5]1[CH2:15][N:16]1[CH2:21][CH2:20][N:19]([CH2:33][C:30]2[CH:31]=[CH:26][C:27]([F:32])=[CH:28][CH:29]=2)[CH2:18][CH2:17]1. (7) Given the reactants [Si]([C:5]#[N:6])(C)(C)C.[NH2:7][C:8]1[CH:13]=[CH:12][C:11]([CH2:14][CH2:15][CH2:16][C:17]#[N:18])=[CH:10][CH:9]=1.[CH3:19][C:20]([CH3:22])=O, predict the reaction product. The product is: [C:5]([C:20]([NH:7][C:8]1[CH:9]=[CH:10][C:11]([CH2:14][CH2:15][CH2:16][C:17]#[N:18])=[CH:12][CH:13]=1)([CH3:22])[CH3:19])#[N:6]. (8) Given the reactants Cl.[CH3:2][O:3][C:4]1[CH:5]=[C:6]([C:12]2[C:16]3([CH2:20][CH2:19][CH2:18][CH2:17]3)[C:15](=[O:21])[N:14]([CH:22]3[CH2:27][CH2:26][NH:25][CH2:24][CH2:23]3)[N:13]=2)[CH:7]=[CH:8][C:9]=1[O:10][CH3:11].[C:28]([C:30]1[CH:35]=[CH:34][CH:33]=[CH:32][C:31]=1[S:36](Cl)(=[O:38])=[O:37])#[N:29], predict the reaction product. The product is: [CH3:2][O:3][C:4]1[CH:5]=[C:6]([C:12]2[C:16]3([CH2:17][CH2:18][CH2:19][CH2:20]3)[C:15](=[O:21])[N:14]([CH:22]3[CH2:23][CH2:24][N:25]([S:36]([C:31]4[CH:32]=[CH:33][CH:34]=[CH:35][C:30]=4[C:28]#[N:29])(=[O:38])=[O:37])[CH2:26][CH2:27]3)[N:13]=2)[CH:7]=[CH:8][C:9]=1[O:10][CH3:11]. (9) Given the reactants Br[C:2]1[C:10]2[C:9]([NH:11][C@H:12]([C:14]3[N:19]([C:20]4[CH:25]=[CH:24][CH:23]=[CH:22][CH:21]=4)[C:18](=[O:26])[C:17]4=[C:27]([CH3:30])[CH:28]=[CH:29][N:16]4[N:15]=3)C)=[N:8][CH:7]=[N:6][C:5]=2[N:4]([CH2:31][O:32][CH2:33][CH2:34][Si:35]([CH3:38])([CH3:37])[CH3:36])[CH:3]=1.[OH:39][C:40]1[CH:41]=[C:42]([CH:48]=[C:49](B2OC(C)(C)C(C)(C)O2)[CH:50]=1)[C:43]([N:45]([CH3:47])[CH3:46])=[O:44].C(=O)([O-])[O-].[Na+].[Na+], predict the reaction product. The product is: [OH:39][C:40]1[CH:41]=[C:42]([CH:48]=[C:49]([C:2]2[C:10]3[C:9]([NH:11][CH2:12][C:14]4[N:19]([C:20]5[CH:25]=[CH:24][CH:23]=[CH:22][CH:21]=5)[C:18](=[O:26])[C:17]5=[C:27]([CH3:30])[CH:28]=[CH:29][N:16]5[N:15]=4)=[N:8][CH:7]=[N:6][C:5]=3[N:4]([CH2:31][O:32][CH2:33][CH2:34][Si:35]([CH3:38])([CH3:37])[CH3:36])[CH:3]=2)[CH:50]=1)[C:43]([N:45]([CH3:47])[CH3:46])=[O:44].